Task: Predict the product of the given reaction.. Dataset: Forward reaction prediction with 1.9M reactions from USPTO patents (1976-2016) The product is: [Cl:1][C:2]1[CH:3]=[N:4][CH:5]=[C:6]([Cl:27])[C:7]=1[NH:8][C:9]([C:11]1[C:12]2[N:13]([N:20]=[C:21]([C:23]([F:24])([F:26])[F:25])[CH:22]=2)[C:14]([C:17](=[O:19])[CH3:18])=[CH:15][CH:16]=1)=[O:10]. Given the reactants [Cl:1][C:2]1[CH:3]=[N:4][CH:5]=[C:6]([Cl:27])[C:7]=1[NH:8][C:9]([C:11]1[C:12]2[N:13]([N:20]=[C:21]([C:23]([F:26])([F:25])[F:24])[CH:22]=2)[C:14]([CH:17]([OH:19])[CH3:18])=[CH:15][CH:16]=1)=[O:10].C(N(CC)CC)C, predict the reaction product.